From a dataset of M1 muscarinic receptor agonist screen with 61,833 compounds. Binary Classification. Given a drug SMILES string, predict its activity (active/inactive) in a high-throughput screening assay against a specified biological target. (1) The drug is S(=O)(=O)(N1C(CCC1)C(=O)NC=1SCCN1)c1ccc(C(C)(C)C)cc1. The result is 0 (inactive). (2) The molecule is S(=O)(=O)(N(CC(=O)Nc1cc(OC)c(OC)cc1)C)c1ccccc1. The result is 0 (inactive). (3) The molecule is O=c1n(c(cc2c1cccc2)C)CC(=O)NCC(OCC)=O. The result is 0 (inactive). (4) The drug is S(=O)(=O)(NCC(N(C)C)c1cccnc1)c1ccc(cc1)C. The result is 0 (inactive). (5) The molecule is O=C(N(CC(=O)NCCC)C)c1n[nH]c2c1cccc2. The result is 0 (inactive). (6) The compound is O(C(=O)c1c(n(nc1C)c1ccccc1)C)CC(=O)Nc1noc(c1)C. The result is 0 (inactive). (7) The drug is O1C(=O)C2(Cc3c(N(C2)C)ccc2c3cccc2)C(OC1(C)C)=O. The result is 0 (inactive). (8) The molecule is Fc1c(N2CCN(CC2)C(=O)c2c3c(ccc2)cccc3)cccc1. The result is 0 (inactive). (9) The compound is O(C(=O)Cn1c2c(n(c1=N)Cc1ccccc1)cccc2)CC. The result is 0 (inactive). (10) The drug is OC(Cn1c2c(n(c1=N)Cc1ccc(cc1)C)cccc2)c1occc1. The result is 0 (inactive).